This data is from Reaction yield outcomes from USPTO patents with 853,638 reactions. The task is: Predict the reaction yield, written as a fraction of the theoretical maximum amount of product (1.0 means a 100% yield; for example, 0.34 means a 34% yield). (1) The reactants are [N:1]1[C:6]2[NH:7][CH:8]=[CH:9][C:5]=2[C:4]([C:10]2[CH:11]=[N:12][N:13]([C:15]3([CH2:26][C:27]#[N:28])[CH2:18][N:17](C(OC(C)(C)C)=O)[CH2:16]3)[CH:14]=2)=[N:3][CH:2]=1.O.[ClH:30].C(O)(C)C. The catalyst is COC(C)(C)C.ClCCl. The product is [ClH:30].[ClH:30].[N:1]1[C:6]2[NH:7][CH:8]=[CH:9][C:5]=2[C:4]([C:10]2[CH:11]=[N:12][N:13]([C:15]3([CH2:26][C:27]#[N:28])[CH2:18][NH:17][CH2:16]3)[CH:14]=2)=[N:3][CH:2]=1. The yield is 0.980. (2) The reactants are [NH2:1][C:2]1[S:17][C:5]2[CH2:6][N:7]([C:10]([O:12][C:13]([CH3:16])([CH3:15])[CH3:14])=[O:11])[CH2:8][CH2:9][C:4]=2[C:3]=1[C:18]([O:20][CH3:21])=[O:19].C(N(CC)CC)C.[Cl:29][C:30]1[CH:38]=[CH:37][CH:36]=[CH:35][C:31]=1[C:32](Cl)=[O:33]. The catalyst is CN(C1C=CN=CC=1)C.ClCCl. The product is [Cl:29][C:30]1[CH:38]=[CH:37][CH:36]=[CH:35][C:31]=1[C:32]([NH:1][C:2]1[S:17][C:5]2[CH2:6][N:7]([C:10]([O:12][C:13]([CH3:14])([CH3:15])[CH3:16])=[O:11])[CH2:8][CH2:9][C:4]=2[C:3]=1[C:18]([O:20][CH3:21])=[O:19])=[O:33]. The yield is 0.550. (3) The reactants are [OH:1][C:2]1[CH:3]=[C:4]2[C:8](=[CH:9][CH:10]=1)[C:7](=[O:11])[CH2:6][CH2:5]2.F[C:13]1[CH:20]=[CH:19][C:16]([C:17]#[N:18])=[CH:15][CH:14]=1.C([O-])([O-])=O.[K+].[K+].C1(C)C=CC=CC=1.CC(N(C)C)=O. The catalyst is C(OCC)(=O)C. The product is [O:11]=[C:7]1[C:8]2[C:4](=[CH:3][C:2]([O:1][C:13]3[CH:20]=[CH:19][C:16]([C:17]#[N:18])=[CH:15][CH:14]=3)=[CH:10][CH:9]=2)[CH2:5][CH2:6]1. The yield is 0.490.